This data is from Forward reaction prediction with 1.9M reactions from USPTO patents (1976-2016). The task is: Predict the product of the given reaction. (1) Given the reactants [Cl:1][C:2]1[CH:15]=[CH:14][C:13]2[O:12][C:11]3[C:6](=[CH:7][C:8]([C:16]4[CH:17]=[N:18][CH:19]=[N:20][CH:21]=4)=[CH:9][CH:10]=3)[C:5]3([CH2:25][O:24][C:23]([NH2:26])=[N:22]3)[C:4]=2[CH:3]=1.C(=O)=O, predict the reaction product. The product is: [Cl:1][C:2]1[CH:15]=[CH:14][C:13]2[O:12][C:11]3[C:6](=[CH:7][C:8]([C:16]4[CH:17]=[N:18][CH:19]=[N:20][CH:21]=4)=[CH:9][CH:10]=3)[C@:5]3([CH2:25][O:24][C:23]([NH2:26])=[N:22]3)[C:4]=2[CH:3]=1. (2) Given the reactants FC(F)(F)C(O)=O.[F:8][C:9]1[CH:10]=[C:11]([N:21]2[CH2:25][C@H:24]([CH2:26][NH:27][C:28](=[O:30])[CH3:29])[O:23][C:22]2=[O:31])[CH:12]=[CH:13][C:14]=1[N:15]1[CH2:20][CH2:19][NH:18][CH2:17][CH2:16]1.C(N(C(C)C)C(C)C)C.Br[C:42]1[S:46][C:45]([CH:47]=[O:48])=[CH:44][CH:43]=1, predict the reaction product. The product is: [F:8][C:9]1[CH:10]=[C:11]([N:21]2[CH2:25][C@H:24]([CH2:26][NH:27][C:28](=[O:30])[CH3:29])[O:23][C:22]2=[O:31])[CH:12]=[CH:13][C:14]=1[N:15]1[CH2:20][CH2:19][N:18]([C:42]2[S:46][C:45]([CH:47]=[O:48])=[CH:44][CH:43]=2)[CH2:17][CH2:16]1. (3) The product is: [F:11][C:5]1[C:6]([C:8]([OH:10])=[O:9])=[N:7][C:2]([C:14]2[CH:15]=[CH:16][CH:17]=[CH:18][C:13]=2[F:12])=[CH:3][CH:4]=1. Given the reactants Br[C:2]1[N:7]=[C:6]([C:8]([OH:10])=[O:9])[C:5]([F:11])=[CH:4][CH:3]=1.[F:12][C:13]1[CH:18]=[CH:17][CH:16]=[CH:15][C:14]=1B(O)O, predict the reaction product. (4) Given the reactants [C:1]([CH2:3][C:4]([NH2:6])=[S:5])#[N:2].Br[CH2:8][C:9](=O)[C:10]([OH:12])=[O:11], predict the reaction product. The product is: [C:1]([CH2:3][C:4]1[S:5][CH:8]=[C:9]([C:10]([OH:12])=[O:11])[N:6]=1)#[N:2]. (5) Given the reactants Br[CH:2]([CH2:15][CH2:16][CH2:17][CH2:18]Br)[C:3]([O:5][C@H:6]([CH3:14])[C:7](=[O:13])[N:8]1[CH2:12][CH2:11][CH2:10][CH2:9]1)=[O:4].[Na+].[I-].C(N(CC)CC)C.[CH3:29][O:30][C:31]1[CH:37]=[CH:36][C:34]([NH2:35])=[CH:33][CH:32]=1, predict the reaction product. The product is: [CH3:29][O:30][C:31]1[CH:37]=[CH:36][C:34]([N:35]2[CH2:18][CH2:17][CH2:16][CH2:15][CH:2]2[C:3]([O:5][C@@H:6]([CH3:14])[C:7](=[O:13])[N:8]2[CH2:12][CH2:11][CH2:10][CH2:9]2)=[O:4])=[CH:33][CH:32]=1. (6) Given the reactants C([O:8][C:9]1[CH:10]=[CH:11][C:12]2[C:13]3[N:21]=[C:20]([C:22]4[CH:27]=[CH:26][C:25]([Cl:28])=[CH:24][CH:23]=4)[CH:19]=[C:18]([C:29]([O:31][CH3:32])=[O:30])[C:14]=3[NH:15][C:16]=2[CH:17]=1)C1C=CC=CC=1, predict the reaction product. The product is: [Cl:28][C:25]1[CH:24]=[CH:23][C:22]([C:20]2[CH:19]=[C:18]([C:29]([O:31][CH3:32])=[O:30])[C:14]3[NH:15][C:16]4[CH:17]=[C:9]([OH:8])[CH:10]=[CH:11][C:12]=4[C:13]=3[N:21]=2)=[CH:27][CH:26]=1.